This data is from Peptide-MHC class II binding affinity with 134,281 pairs from IEDB. The task is: Regression. Given a peptide amino acid sequence and an MHC pseudo amino acid sequence, predict their binding affinity value. This is MHC class II binding data. (1) The peptide sequence is GLDVVDAVSNALIKS. The MHC is DRB1_0301 with pseudo-sequence DRB1_0301. The binding affinity (normalized) is 0.193. (2) The binding affinity (normalized) is 0.409. The MHC is DRB1_0405 with pseudo-sequence DRB1_0405. The peptide sequence is VVAPQLPADLMIRII. (3) The peptide sequence is QEGYYPTSPQQSG. The MHC is HLA-DQA10103-DQB10302 with pseudo-sequence CNFHQGGGARVAHIMYFGLTYYAVRTETVHLETT. The binding affinity (normalized) is 0.227. (4) The peptide sequence is HSLLRTQRLHKFLVC. The MHC is HLA-DQA10301-DQB10302 with pseudo-sequence HLA-DQA10301-DQB10302. The binding affinity (normalized) is 0.136. (5) The peptide sequence is TKLDSEIKSWLAFAA. The MHC is HLA-DPA10201-DPB10101 with pseudo-sequence HLA-DPA10201-DPB10101. The binding affinity (normalized) is 0.383. (6) The peptide sequence is AFILDGDNLFPKV. The MHC is DRB1_0301 with pseudo-sequence DRB1_0301. The binding affinity (normalized) is 0.532. (7) The peptide sequence is NVKCKTPTQLSETID. The MHC is DRB1_0101 with pseudo-sequence DRB1_0101. The binding affinity (normalized) is 0.144. (8) The peptide sequence is GEVEIQFRRVKCKYP. The MHC is HLA-DPA10201-DPB10101 with pseudo-sequence HLA-DPA10201-DPB10101. The binding affinity (normalized) is 0.0890. (9) The peptide sequence is HFFIGDFFVDHYYSE. The MHC is HLA-DQA10401-DQB10402 with pseudo-sequence HLA-DQA10401-DQB10402. The binding affinity (normalized) is 0.225. (10) The binding affinity (normalized) is 0.739. The MHC is HLA-DQA10501-DQB10301 with pseudo-sequence HLA-DQA10501-DQB10301. The peptide sequence is DVKFPGGGQIVGGVE.